From a dataset of NCI-60 drug combinations with 297,098 pairs across 59 cell lines. Regression. Given two drug SMILES strings and cell line genomic features, predict the synergy score measuring deviation from expected non-interaction effect. Drug 1: CC1C(C(CC(O1)OC2CC(CC3=C2C(=C4C(=C3O)C(=O)C5=C(C4=O)C(=CC=C5)OC)O)(C(=O)C)O)N)O.Cl. Drug 2: CC1CCC2CC(C(=CC=CC=CC(CC(C(=O)C(C(C(=CC(C(=O)CC(OC(=O)C3CCCCN3C(=O)C(=O)C1(O2)O)C(C)CC4CCC(C(C4)OC)O)C)C)O)OC)C)C)C)OC. Cell line: HOP-62. Synergy scores: CSS=41.4, Synergy_ZIP=-0.792, Synergy_Bliss=3.13, Synergy_Loewe=2.80, Synergy_HSA=3.22.